Dataset: Reaction yield outcomes from USPTO patents with 853,638 reactions. Task: Predict the reaction yield, written as a fraction of the theoretical maximum amount of product (1.0 means a 100% yield; for example, 0.34 means a 34% yield). (1) The reactants are Cl[C:2]1[CH:3]=[CH:4][C:5]2[N:11]3[CH2:12][C@H:8]([CH2:9][CH2:10]3)[N:7]([C:13]([NH:15][C:16]3[CH:21]=[N:20][CH:19]=[CH:18][N:17]=3)=[O:14])[C:6]=2[N:22]=1.[NH:23]1[C:27](B(O)O)=[CH:26][CH:25]=[N:24]1.[O-]P([O-])([O-])=O.[K+].[K+].[K+].CC(C1C=C(C(C)C)C(C2C=CC=CC=2P(C2CCCCC2)C2CCCCC2)=C(C(C)C)C=1)C. The catalyst is O1CCOCC1.O.C1C=CC(/C=C/C(/C=C/C2C=CC=CC=2)=O)=CC=1.C1C=CC(/C=C/C(/C=C/C2C=CC=CC=2)=O)=CC=1.C1C=CC(/C=C/C(/C=C/C2C=CC=CC=2)=O)=CC=1.[Pd].[Pd]. The product is [N:17]1[CH:18]=[CH:19][N:20]=[CH:21][C:16]=1[NH:15][C:13]([N:7]1[C@@H:8]2[CH2:12][N:11]([CH2:10][CH2:9]2)[C:5]2[CH:4]=[CH:3][C:2]([C:25]3[NH:24][N:23]=[CH:27][CH:26]=3)=[N:22][C:6]1=2)=[O:14]. The yield is 0.295. (2) The reactants are [NH2:1][C:2]1[N:7]=[C:6]([OH:8])[CH:5]=[CH:4][CH:3]=1.Br[C:10]1[C:11](=[O:18])[N:12]([CH3:17])[CH:13]=[C:14]([Br:16])[CH:15]=1.C(=O)([O-])[O-].[Cs+].[Cs+].CC1(C)C2C(=C(P(C3C=CC=CC=3)C3C=CC=CC=3)C=CC=2)OC2C(P(C3C=CC=CC=3)C3C=CC=CC=3)=CC=CC1=2. The catalyst is C1C=CC(/C=C/C(/C=C/C2C=CC=CC=2)=O)=CC=1.C1C=CC(/C=C/C(/C=C/C2C=CC=CC=2)=O)=CC=1.C1C=CC(/C=C/C(/C=C/C2C=CC=CC=2)=O)=CC=1.[Pd].[Pd].CN(C=O)C. The product is [Br:16][C:14]1[CH:15]=[C:10]([NH:1][C:2]2[CH:3]=[CH:4][CH:5]=[C:6]([OH:8])[N:7]=2)[C:11](=[O:18])[N:12]([CH3:17])[CH:13]=1. The yield is 0.200.